From a dataset of Full USPTO retrosynthesis dataset with 1.9M reactions from patents (1976-2016). Predict the reactants needed to synthesize the given product. Given the product [NH2:1][C@H:2]1[CH2:7][CH2:6][CH2:5][CH2:4][C@H:3]1[NH:8][C:9]1[N:14]=[C:13]([NH:40][C:39]2[CH:41]=[CH:42][C:36]([N:33]3[CH:34]=[CH:35][C:31]([CH3:30])=[N:32]3)=[CH:37][CH:38]=2)[C:12]([C:27]([NH2:29])=[O:28])=[CH:11][N:10]=1, predict the reactants needed to synthesize it. The reactants are: [NH2:1][C@H:2]1[CH2:7][CH2:6][CH2:5][CH2:4][C@H:3]1[NH:8][C:9]1[N:14]=[C:13](NC2C=CC(C3ON=CC=3)=CC=2)[C:12]([C:27]([NH2:29])=[O:28])=[CH:11][N:10]=1.[CH3:30][C:31]1[CH:35]=[CH:34][N:33]([C:36]2[CH:42]=[CH:41][C:39]([NH2:40])=[CH:38][CH:37]=2)[N:32]=1.